Dataset: Reaction yield outcomes from USPTO patents with 853,638 reactions. Task: Predict the reaction yield, written as a fraction of the theoretical maximum amount of product (1.0 means a 100% yield; for example, 0.34 means a 34% yield). (1) The reactants are C1N(S(F)(F)[F:8])CCOC1.[Br:11][C:12]1[CH:13]=[CH:14][C:15]2[N:16]([CH2:26][CH:27](O)[CH2:28][N:29]([C:37]3[CH:42]=[CH:41][CH:40]=[C:39]([O:43][CH2:44]C)[CH:38]=3)[S:30]([C:33]([F:36])([F:35])[F:34])(=[O:32])=[O:31])[C:17]3[C:22]([C:23]=2[CH:24]=1)=[CH:21][C:20]([Br:25])=[CH:19][CH:18]=3.C(=O)(O)[O-]. The catalyst is C(Cl)Cl. The product is [Br:25][C:20]1[CH:19]=[CH:18][C:17]2[N:16]([CH2:26][CH:27]([F:8])[CH2:28][N:29]([C:37]3[CH:42]=[CH:41][CH:40]=[C:39]([O:43][CH3:44])[CH:38]=3)[S:30]([C:33]([F:34])([F:35])[F:36])(=[O:32])=[O:31])[C:15]3[C:23]([C:22]=2[CH:21]=1)=[CH:24][C:12]([Br:11])=[CH:13][CH:14]=3. The yield is 1.00. (2) The reactants are Br[CH2:2][C:3](=O)[CH2:4][CH2:5][CH2:6][N:7]1[C:11](=[O:12])[C:10]2=[CH:13][CH:14]=[CH:15][CH:16]=[C:9]2[C:8]1=[O:17].[NH2:19][C:20]([NH2:22])=[S:21]. The catalyst is CN(C=O)C. The product is [NH2:22][C:20]1[S:21][CH:2]=[C:3]([CH2:4][CH2:5][CH2:6][N:7]2[C:11](=[O:12])[C:10]3=[CH:13][CH:14]=[CH:15][CH:16]=[C:9]3[C:8]2=[O:17])[N:19]=1. The yield is 0.970. (3) The reactants are Br[C:2]1[CH:7]=[C:6](Br)[CH:5]=[C:4](Br)[CH:3]=1.[CH2:10]([OH:15])[CH2:11][CH2:12][C:13]#[CH:14]. The product is [OH:15][CH2:10][CH2:11][CH2:12][C:13]#[C:14][C:2]1[CH:7]=[C:6]([C:14]#[C:13][CH2:12][CH2:11][CH2:10][OH:15])[CH:5]=[C:4]([C:14]#[C:13][CH2:12][CH2:11][CH2:10][OH:15])[CH:3]=1. The catalyst is C(N(CC)CC)C.Cl[Pd](Cl)([P](C1C=CC=CC=1)(C1C=CC=CC=1)C1C=CC=CC=1)[P](C1C=CC=CC=1)(C1C=CC=CC=1)C1C=CC=CC=1.[Cu]I. The yield is 0.740. (4) The catalyst is COCCOC.C1C=CC(/C=C/C(/C=C/C2C=CC=CC=2)=O)=CC=1.C1C=CC(/C=C/C(/C=C/C2C=CC=CC=2)=O)=CC=1.C1C=CC(/C=C/C(/C=C/C2C=CC=CC=2)=O)=CC=1.[Pd].[Pd].C(P(C(C)(C)C)C1C=CC=CC=1C1C=CC=CC=1C)(C)(C)C. The yield is 0.780. The reactants are Br[C:2]1[CH:3]=[C:4]2[C:9](=[CH:10][CH:11]=1)[N:8]=[C:7]([O:12][CH2:13][CH2:14][CH2:15][CH2:16][CH2:17][CH2:18][CH3:19])[CH:6]=[CH:5]2.[N+:20]([CH2:23][CH3:24])([O-:22])=[O:21].C(=O)([O-])[O-].[Cs+].[Cs+]. The product is [CH2:13]([O:12][C:7]1[CH:6]=[CH:5][C:4]2[C:9](=[CH:10][CH:11]=[C:2]([CH:23]([N+:20]([O-:22])=[O:21])[CH3:24])[CH:3]=2)[N:8]=1)[CH2:14][CH2:15][CH2:16][CH2:17][CH2:18][CH3:19]. (5) The reactants are [C:1]1([C:7]2[NH:11][N:10]=[C:9]([C:12]([NH:14][CH2:15][C:16]([OH:18])=O)=[O:13])[CH:8]=2)[CH:6]=[CH:5][CH:4]=[CH:3][CH:2]=1.CCN(C(C)C)C(C)C.C1C=CC2N(O)N=NC=2C=1.CCN=C=NCCCN(C)C.Cl.Cl.[Cl:51][C:52]1[CH:64]=[CH:63][CH:62]=[CH:61][C:53]=1[O:54][CH:55]1[CH2:60][CH2:59][NH:58][CH2:57][CH2:56]1. The catalyst is CN(C=O)C.O. The product is [Cl:51][C:52]1[CH:64]=[CH:63][CH:62]=[CH:61][C:53]=1[O:54][CH:55]1[CH2:60][CH2:59][N:58]([C:16](=[O:18])[CH2:15][NH:14][C:12]([C:9]2[CH:8]=[C:7]([C:1]3[CH:2]=[CH:3][CH:4]=[CH:5][CH:6]=3)[NH:11][N:10]=2)=[O:13])[CH2:57][CH2:56]1. The yield is 0.870. (6) The reactants are [F:1][C:2]1[CH:7]=[CH:6][CH:5]=[C:4]([F:8])[C:3]=1[N:9]1[C:14]2[N:15]=[C:16](S(C)=O)[N:17]=[C:18]([C:19]3[CH:20]=[C:21]([CH:28]=[CH:29][C:30]=3[CH3:31])[C:22]([NH:24][CH:25]([CH3:27])[CH3:26])=[O:23])[C:13]=2[CH2:12][NH:11][C:10]1=[O:35].[NH2:36][CH2:37][CH2:38][N:39]([CH3:47])[C:40](=[O:46])[O:41][C:42]([CH3:45])([CH3:44])[CH3:43].C(N(CC)C(C)C)(C)C. The catalyst is C1COCC1. The product is [F:1][C:2]1[CH:7]=[CH:6][CH:5]=[C:4]([F:8])[C:3]=1[N:9]1[C:14]2[N:15]=[C:16]([NH:36][CH2:37][CH2:38][N:39]([CH3:47])[C:40](=[O:46])[O:41][C:42]([CH3:43])([CH3:44])[CH3:45])[N:17]=[C:18]([C:19]3[CH:20]=[C:21]([C:22]([NH:24][CH:25]([CH3:27])[CH3:26])=[O:23])[CH:28]=[CH:29][C:30]=3[CH3:31])[C:13]=2[CH2:12][NH:11][C:10]1=[O:35]. The yield is 0.740.